This data is from Drug-induced liver injury (DILI) classification data. The task is: Regression/Classification. Given a drug SMILES string, predict its toxicity properties. Task type varies by dataset: regression for continuous values (e.g., LD50, hERG inhibition percentage) or binary classification for toxic/non-toxic outcomes (e.g., AMES mutagenicity, cardiotoxicity, hepatotoxicity). Dataset: dili. The molecule is CCC1(O)C(=O)OCc2c1cc1n(c2=O)Cc2cc3c(CN(C)C)c(O)ccc3nc2-1. The result is 0 (no liver injury).